From a dataset of Peptide-MHC class I binding affinity with 185,985 pairs from IEDB/IMGT. Regression. Given a peptide amino acid sequence and an MHC pseudo amino acid sequence, predict their binding affinity value. This is MHC class I binding data. (1) The peptide sequence is RSKFSPDVL. The MHC is H-2-Kb with pseudo-sequence H-2-Kb. The binding affinity (normalized) is 0. (2) The peptide sequence is WTEAKMLLD. The MHC is HLA-A01:01 with pseudo-sequence HLA-A01:01. The binding affinity (normalized) is 0.367. (3) The peptide sequence is CHATLTHRL. The binding affinity (normalized) is 0.0847. The MHC is HLA-B18:01 with pseudo-sequence HLA-B18:01. (4) The peptide sequence is ALSSLAKHG. The MHC is HLA-A02:01 with pseudo-sequence HLA-A02:01. The binding affinity (normalized) is 0. (5) The peptide sequence is PSDFFYLLF. The MHC is HLA-A01:01 with pseudo-sequence HLA-A01:01. The binding affinity (normalized) is 0.587.